This data is from Retrosynthesis with 50K atom-mapped reactions and 10 reaction types from USPTO. The task is: Predict the reactants needed to synthesize the given product. (1) Given the product Cc1noc(C)c1CN1N=C(c2c(C)n(CC(=O)O)c3ccc(F)cc23)c2ccccc2S1(=O)=O, predict the reactants needed to synthesize it. The reactants are: Cc1noc(C)c1CN1N=C(c2c(C)n(CC(=O)OC(C)(C)C)c3ccc(F)cc23)c2ccccc2S1(=O)=O. (2) Given the product CCOC(=O)C1CCC(Oc2ccc(N)cn2)CC1, predict the reactants needed to synthesize it. The reactants are: CCOC(=O)C1CCC(Oc2ccc([N+](=O)[O-])cn2)CC1. (3) Given the product O=Cc1ccc(NC(=O)CCl)cc1, predict the reactants needed to synthesize it. The reactants are: O=C(CCl)Nc1ccc(CO)cc1. (4) The reactants are: CNOC.COc1ccc(Cl)cc1C(=O)O. Given the product COc1ccc(Cl)cc1C(=O)N(C)OC, predict the reactants needed to synthesize it. (5) The reactants are: COC(=O)c1ccc(Br)c(C)c1.COCc1ccccc1B(O)O. Given the product COCc1ccccc1-c1ccc(C(=O)OC)cc1C, predict the reactants needed to synthesize it. (6) Given the product COC(=O)C(NC(=O)c1cc2ccccc2cc1NC(=O)Nc1c(C)cc(C)cc1C)C1CCC2(CC1)OCCO2, predict the reactants needed to synthesize it. The reactants are: COC(=O)C(NC(=O)c1cc2ccccc2cc1N)C1CCC2(CC1)OCCO2.Cc1cc(C)c(N=C=O)c(C)c1. (7) Given the product COc1ccc(NC(=O)c2csc3cnc(N[C@@H]4CCCC[C@@H]4N)nc23)cc1OC, predict the reactants needed to synthesize it. The reactants are: COc1ccc(NC(=O)c2csc3cnc(Cl)nc23)cc1OC.N[C@H]1CCCC[C@H]1N. (8) Given the product COC(=O)c1c(CN2CCC(N3CCCC3)CC2)c(-c2cccc(C(F)(F)F)c2)nc2ccc(S(C)(=O)=O)cc12, predict the reactants needed to synthesize it. The reactants are: C1CCN(C2CCNCC2)C1.COC(=O)c1c(CBr)c(-c2cccc(C(F)(F)F)c2)nc2ccc(S(C)(=O)=O)cc12. (9) The reactants are: CCCCc1cn(C(C)(C)C)s/c-1=N\C(=O)C1(C)CCC(C(=O)O)C1(C)C.CN. Given the product CCCCc1cn(C(C)(C)C)s/c-1=N\C(=O)C1(C)CCC(C(=O)NC)C1(C)C, predict the reactants needed to synthesize it.